This data is from Catalyst prediction with 721,799 reactions and 888 catalyst types from USPTO. The task is: Predict which catalyst facilitates the given reaction. Reactant: [CH2:1]1[C:7]2[CH:8]=[CH:9][CH:10]=[CH:11][C:6]=2[CH2:5][CH2:4][CH2:3][N:2]1[C:12]1[CH:21]=[C:20](/[CH:22]=[CH:23]/[C:24]([O:26][CH3:27])=[O:25])[C:19]2[C:14](=[CH:15][CH:16]=[CH:17][CH:18]=2)[N:13]=1. Product: [CH2:1]1[C:7]2[CH:8]=[CH:9][CH:10]=[CH:11][C:6]=2[CH2:5][CH2:4][CH2:3][N:2]1[C:12]1[CH:21]=[C:20]([CH2:22][CH2:23][C:24]([O:26][CH3:27])=[O:25])[C:19]2[C:14](=[CH:15][CH:16]=[CH:17][CH:18]=2)[N:13]=1. The catalyst class is: 19.